From a dataset of NCI-60 drug combinations with 297,098 pairs across 59 cell lines. Regression. Given two drug SMILES strings and cell line genomic features, predict the synergy score measuring deviation from expected non-interaction effect. (1) Drug 1: CC1=C(C(=CC=C1)Cl)NC(=O)C2=CN=C(S2)NC3=CC(=NC(=N3)C)N4CCN(CC4)CCO. Drug 2: CCN(CC)CCCC(C)NC1=C2C=C(C=CC2=NC3=C1C=CC(=C3)Cl)OC. Cell line: NCI-H460. Synergy scores: CSS=44.3, Synergy_ZIP=2.27, Synergy_Bliss=3.02, Synergy_Loewe=1.72, Synergy_HSA=2.72. (2) Drug 1: CC1=C(C=C(C=C1)C(=O)NC2=CC(=CC(=C2)C(F)(F)F)N3C=C(N=C3)C)NC4=NC=CC(=N4)C5=CN=CC=C5. Drug 2: CC1CCCC2(C(O2)CC(NC(=O)CC(C(C(=O)C(C1O)C)(C)C)O)C(=CC3=CSC(=N3)C)C)C. Cell line: K-562. Synergy scores: CSS=76.8, Synergy_ZIP=0.739, Synergy_Bliss=0.709, Synergy_Loewe=0.470, Synergy_HSA=0.656. (3) Drug 2: CC(C1=C(C=CC(=C1Cl)F)Cl)OC2=C(N=CC(=C2)C3=CN(N=C3)C4CCNCC4)N. Drug 1: CC1=C2C(C(=O)C3(C(CC4C(C3C(C(C2(C)C)(CC1OC(=O)C(C(C5=CC=CC=C5)NC(=O)OC(C)(C)C)O)O)OC(=O)C6=CC=CC=C6)(CO4)OC(=O)C)OC)C)OC. Cell line: MCF7. Synergy scores: CSS=37.4, Synergy_ZIP=-2.21, Synergy_Bliss=-1.88, Synergy_Loewe=-11.5, Synergy_HSA=-0.0640. (4) Drug 1: CC1=CC2C(CCC3(C2CCC3(C(=O)C)OC(=O)C)C)C4(C1=CC(=O)CC4)C. Drug 2: CCC1=C2CN3C(=CC4=C(C3=O)COC(=O)C4(CC)O)C2=NC5=C1C=C(C=C5)O. Cell line: OVCAR-8. Synergy scores: CSS=28.2, Synergy_ZIP=-0.865, Synergy_Bliss=-3.02, Synergy_Loewe=-35.7, Synergy_HSA=-3.81. (5) Drug 1: C1CCN(CC1)CCOC2=CC=C(C=C2)C(=O)C3=C(SC4=C3C=CC(=C4)O)C5=CC=C(C=C5)O. Drug 2: CN(C)C1=NC(=NC(=N1)N(C)C)N(C)C. Cell line: EKVX. Synergy scores: CSS=-3.23, Synergy_ZIP=2.04, Synergy_Bliss=-0.994, Synergy_Loewe=-6.40, Synergy_HSA=-4.69. (6) Drug 1: CC1=C(C(CCC1)(C)C)C=CC(=CC=CC(=CC(=O)O)C)C. Drug 2: CS(=O)(=O)CCNCC1=CC=C(O1)C2=CC3=C(C=C2)N=CN=C3NC4=CC(=C(C=C4)OCC5=CC(=CC=C5)F)Cl. Cell line: NCI-H226. Synergy scores: CSS=-0.948, Synergy_ZIP=-0.00808, Synergy_Bliss=-1.88, Synergy_Loewe=-3.10, Synergy_HSA=-3.10. (7) Drug 1: CN(CCCl)CCCl.Cl. Drug 2: CS(=O)(=O)OCCCCOS(=O)(=O)C. Cell line: MCF7. Synergy scores: CSS=-0.387, Synergy_ZIP=-0.860, Synergy_Bliss=0.573, Synergy_Loewe=-5.44, Synergy_HSA=-1.82. (8) Drug 1: C1=C(C(=O)NC(=O)N1)N(CCCl)CCCl. Drug 2: CCN(CC)CCNC(=O)C1=C(NC(=C1C)C=C2C3=C(C=CC(=C3)F)NC2=O)C. Cell line: MDA-MB-231. Synergy scores: CSS=7.53, Synergy_ZIP=-8.02, Synergy_Bliss=-4.38, Synergy_Loewe=-7.07, Synergy_HSA=-6.59.